From a dataset of Full USPTO retrosynthesis dataset with 1.9M reactions from patents (1976-2016). Predict the reactants needed to synthesize the given product. (1) Given the product [C:1]1([S:7]([CH:10]([NH:33][CH2:34][C:35]2[CH:36]=[CH:37][C:38]([C:41]3[CH:46]=[CH:45][CH:44]=[C:43]([O:47][CH2:48][CH3:49])[CH:42]=3)=[CH:39][CH:40]=2)[C:11]2[N:16]=[C:15]([NH:17][CH2:25][C:26]([OH:28])=[O:27])[CH:14]=[CH:13][CH:12]=2)(=[O:9])=[O:8])[CH:6]=[CH:5][CH:4]=[CH:3][CH:2]=1, predict the reactants needed to synthesize it. The reactants are: [C:1]1([S:7]([CH:10]([NH:33][CH2:34][C:35]2[CH:40]=[CH:39][C:38]([C:41]3[CH:46]=[CH:45][CH:44]=[C:43]([O:47][CH2:48][CH3:49])[CH:42]=3)=[CH:37][CH:36]=2)[C:11]2[N:16]=[C:15]([N:17]([CH2:25][C:26]([O:28]C(C)(C)C)=[O:27])C(OC(C)(C)C)=O)[CH:14]=[CH:13][CH:12]=2)(=[O:9])=[O:8])[CH:6]=[CH:5][CH:4]=[CH:3][CH:2]=1.FC(F)(F)C(O)=O. (2) Given the product [Br:19][C:16]1[CH:17]=[CH:18][C:13]([NH:12][C:6]2[NH:7][C:8](=[O:11])[CH:9]=[CH:10][C:5]=2[C:3]([OH:4])=[O:2])=[C:14]([F:20])[CH:15]=1, predict the reactants needed to synthesize it. The reactants are: C[O:2][C:3]([C:5]1[CH:10]=[CH:9][C:8](=[O:11])[NH:7][C:6]=1[NH:12][C:13]1[CH:18]=[CH:17][C:16]([Br:19])=[CH:15][C:14]=1[F:20])=[O:4].COC(=O)C1C=CC(OC)=NC=1NC1C=CC(Br)=CC=1F.C(O)(=O)C.Br. (3) The reactants are: [CH3:1][CH:2]([CH2:13][CH2:14][CH2:15][CH:16]([CH3:23])[CH2:17][CH2:18][CH2:19][CH:20]([CH3:22])[CH3:21])[CH2:3][CH2:4][O:5][CH2:6][C@@H:7]([C@@H:9]([CH2:11][OH:12])[OH:10])[OH:8]. Given the product [CH3:1][CH:2]([CH2:13][CH2:14][CH2:15][CH:16]([CH3:23])[CH2:17][CH2:18][CH2:19][CH:20]([CH3:22])[CH3:21])[CH2:3][CH2:4][O:5][CH2:6][C@@H:7]([C@@H:9]([CH2:11][OH:12])[OH:10])[OH:8].[OH2:5], predict the reactants needed to synthesize it. (4) Given the product [CH3:1][O:2][C:3](=[O:44])[C@@H:4]([NH2:36])[CH2:5][CH2:6][C:7](=[O:35])[NH:8][C:9]1[C:14]([C:15]2[O:19][N:18]=[C:17]([CH2:20][C:21]3[CH:26]=[CH:25][C:24]([CH2:27][O:28][C:29]4[CH:34]=[CH:33][CH:32]=[CH:31][N:30]=4)=[CH:23][CH:22]=3)[CH:16]=2)=[CH:13][CH:12]=[CH:11][N:10]=1, predict the reactants needed to synthesize it. The reactants are: [CH3:1][O:2][C:3](=[O:44])[C@@H:4]([NH:36]C(OC(C)(C)C)=O)[CH2:5][CH2:6][C:7](=[O:35])[NH:8][C:9]1[C:14]([C:15]2[O:19][N:18]=[C:17]([CH2:20][C:21]3[CH:26]=[CH:25][C:24]([CH2:27][O:28][C:29]4[CH:34]=[CH:33][CH:32]=[CH:31][N:30]=4)=[CH:23][CH:22]=3)[CH:16]=2)=[CH:13][CH:12]=[CH:11][N:10]=1.FC(F)(F)C(O)=O. (5) The reactants are: [Cl:1][C:2]1[CH:3]=[CH:4][C:5]([O:32][CH:33]([F:35])[F:34])=[C:6]([C:8]2[C:13]([O:14][CH3:15])=[CH:12][N:11]([CH:16]([CH2:24][C@@H:25]3[CH2:30][CH2:29][CH2:28][CH2:27][O:26]3)[C:17]([O:19]C(C)(C)C)=[O:18])[C:10](=[O:31])[CH:9]=2)[CH:7]=1.C(O)(C(F)(F)F)=O. Given the product [Cl:1][C:2]1[CH:3]=[CH:4][C:5]([O:32][CH:33]([F:35])[F:34])=[C:6]([C:8]2[C:13]([O:14][CH3:15])=[CH:12][N:11]([CH:16]([CH2:24][C@@H:25]3[CH2:30][CH2:29][CH2:28][CH2:27][O:26]3)[C:17]([OH:19])=[O:18])[C:10](=[O:31])[CH:9]=2)[CH:7]=1, predict the reactants needed to synthesize it. (6) Given the product [NH2:26][C@H:14]([C:12]([NH:11][CH2:10][C@@H:9]([NH:8][C:6]([O:5][C:1]([CH3:4])([CH3:3])[CH3:2])=[O:7])[CH2:37][CH2:38][CH2:39][NH:40][C:41]([O:43][C:44]([CH3:45])([CH3:46])[CH3:47])=[O:42])=[O:13])[CH2:15][CH2:16][CH2:17][NH:18][C:19](=[O:20])[O:21][C:22]([CH3:25])([CH3:24])[CH3:23], predict the reactants needed to synthesize it. The reactants are: [C:1]([O:5][C:6]([NH:8][C@@H:9]([CH2:37][CH2:38][CH2:39][NH:40][C:41]([O:43][C:44]([CH3:47])([CH3:46])[CH3:45])=[O:42])[CH2:10][NH:11][C:12]([C@@H:14]([NH:26]C(=O)OCC1C=CC=CC=1)[CH2:15][CH2:16][CH2:17][NH:18][C:19]([O:21][C:22]([CH3:25])([CH3:24])[CH3:23])=[O:20])=[O:13])=[O:7])([CH3:4])([CH3:3])[CH3:2]. (7) Given the product [OH:4][C@H:5]1[CH2:6][N:7]([C:42](=[O:44])[CH3:43])[C@@H:8]([C:10]2[N:14]3[C:15]4[CH:21]=[CH:20][NH:19][C:16]=4[N:17]=[CH:18][C:13]3=[C:12]([C:32]3[CH:37]=[CH:36][C:35]([NH:38][CH:39]([CH3:41])[CH3:40])=[CH:34][CH:33]=3)[N:11]=2)[CH2:9]1, predict the reactants needed to synthesize it. The reactants are: C([O:4][C@@H:5]1[CH2:9][C@H:8]([C:10]2[N:14]3[C:15]4[CH:21]=[CH:20][N:19](S(C5C=CC(C)=CC=5)(=O)=O)[C:16]=4[N:17]=[CH:18][C:13]3=[C:12]([C:32]3[CH:37]=[CH:36][C:35]([NH:38][CH:39]([CH3:41])[CH3:40])=[CH:34][CH:33]=3)[N:11]=2)[N:7]([C:42](=[O:44])[CH3:43])[CH2:6]1)(=O)C.C([O-])([O-])=O.[Cs+].[Cs+].